Dataset: Reaction yield outcomes from USPTO patents with 853,638 reactions. Task: Predict the reaction yield, written as a fraction of the theoretical maximum amount of product (1.0 means a 100% yield; for example, 0.34 means a 34% yield). (1) The catalyst is C(O)C. The yield is 0.980. The product is [Br:1][C:2]1[C:3]([O:12][CH3:13])=[C:4]([CH:9]([NH:11][C:15]2[N:23]=[CH:22][N:21]=[C:20]3[C:16]=2[N:17]=[CH:18][N:19]3[CH:24]2[CH2:29][CH2:28][CH2:27][CH2:26][O:25]2)[CH3:10])[CH:5]=[C:6]([Cl:8])[CH:7]=1. The reactants are [Br:1][C:2]1[C:3]([O:12][CH3:13])=[C:4]([CH:9]([NH2:11])[CH3:10])[CH:5]=[C:6]([Cl:8])[CH:7]=1.Br[C:15]1[N:23]=[CH:22][N:21]=[C:20]2[C:16]=1[N:17]=[CH:18][N:19]2[CH:24]1[CH2:29][CH2:28][CH2:27][CH2:26][O:25]1.C(N(CC)C(C)C)(C)C.C(=O)(O)[O-].[Na+]. (2) The reactants are [F:1][C:2]1[C:8]([CH3:9])=[CH:7][CH:6]=[C:5]([F:10])[C:3]=1[NH2:4].[Br:11]Br. The catalyst is C(O)(=O)C. The product is [Br:11][C:7]1[CH:6]=[C:5]([F:10])[C:3]([NH2:4])=[C:2]([F:1])[C:8]=1[CH3:9]. The yield is 0.810. (3) The reactants are [NH2:1][C:2]1[CH:7]=[CH:6][C:5]([C:8]2[C:9]([NH2:24])=[N:10][C:11]([NH2:23])=[N:12][C:13]=2[CH2:14][O:15][CH2:16][C:17]2[CH:22]=[CH:21][CH:20]=[CH:19][CH:18]=2)=[CH:4][C:3]=1Br.C([O-])([O-])=O.[Cs+].[Cs+].B(CC)(CC)[CH2:33][CH3:34].CCCCCC. The catalyst is CN(C=O)C.C1C=CC(P(C2C=CC=CC=2)[C-]2C=CC=C2)=CC=1.C1C=CC(P(C2C=CC=CC=2)[C-]2C=CC=C2)=CC=1.Cl[Pd]Cl.[Fe+2]. The product is [NH2:1][C:2]1[CH:7]=[CH:6][C:5]([C:8]2[C:9]([NH2:24])=[N:10][C:11]([NH2:23])=[N:12][C:13]=2[CH2:14][O:15][CH2:16][C:17]2[CH:22]=[CH:21][CH:20]=[CH:19][CH:18]=2)=[CH:4][C:3]=1[CH2:33][CH3:34]. The yield is 0.410. (4) The reactants are Cl[C:2]1[C:3]([CH2:8][OH:9])=[N:4][CH:5]=[CH:6][N:7]=1.[CH:10]([N:13]1[C:17](B2OC(C)(C)C(C)(C)O2)=[CH:16][CH:15]=[N:14]1)([CH3:12])[CH3:11].C([O-])([O-])=O.[K+].[K+].O1CCOCC1. The catalyst is C1C=CC(P(C2C=CC=CC=2)[C-]2C=CC=C2)=CC=1.C1C=CC(P(C2C=CC=CC=2)[C-]2C=CC=C2)=CC=1.Cl[Pd]Cl.[Fe+2].O. The product is [CH:10]([N:13]1[C:17]([C:2]2[C:3]([CH2:8][OH:9])=[N:4][CH:5]=[CH:6][N:7]=2)=[CH:16][CH:15]=[N:14]1)([CH3:12])[CH3:11]. The yield is 0.360. (5) The reactants are [F:1][C:2]([F:20])([F:19])[C:3]1[CH:4]=[C:5]([C:13]([CH3:18])([CH3:17])[C:14](Cl)=[O:15])[CH:6]=[C:7]([C:9]([F:12])([F:11])[F:10])[CH:8]=1.[CH2:21]([N:28]1[CH2:32][C@@H:31]([C:33]2[CH:38]=[CH:37][CH:36]=[CH:35][CH:34]=2)[C@H:30]([NH:39][CH3:40])[CH2:29]1)[C:22]1[CH:27]=[CH:26][CH:25]=[CH:24][CH:23]=1.C(N(C(C)C)C(C)C)C. The catalyst is C(Cl)Cl. The product is [CH2:21]([N:28]1[CH2:32][C@@H:31]([C:33]2[CH:34]=[CH:35][CH:36]=[CH:37][CH:38]=2)[C@H:30]([N:39]([CH3:40])[C:14](=[O:15])[C:13]([C:5]2[CH:4]=[C:3]([C:2]([F:20])([F:19])[F:1])[CH:8]=[C:7]([C:9]([F:12])([F:11])[F:10])[CH:6]=2)([CH3:18])[CH3:17])[CH2:29]1)[C:22]1[CH:23]=[CH:24][CH:25]=[CH:26][CH:27]=1. The yield is 0.740. (6) The reactants are O.[OH-].[Li+].C([O:6][C:7](=[O:33])[C@@H:8]([O:30][CH2:31][CH3:32])[CH2:9][C:10]1[CH:15]=[CH:14][C:13]([O:16][CH2:17][CH2:18][C:19]2[CH:24]=[CH:23][C:22]([O:25][S:26]([CH3:29])(=[O:28])=[O:27])=[CH:21][CH:20]=2)=[CH:12][CH:11]=1)C. The product is [CH2:31]([O:30][C@@H:8]([CH2:9][C:10]1[CH:11]=[CH:12][C:13]([O:16][CH2:17][CH2:18][C:19]2[CH:20]=[CH:21][C:22]([O:25][S:26]([CH3:29])(=[O:27])=[O:28])=[CH:23][CH:24]=2)=[CH:14][CH:15]=1)[C:7]([OH:33])=[O:6])[CH3:32]. The yield is 0.720. The catalyst is O.O1CCCC1.